Dataset: Forward reaction prediction with 1.9M reactions from USPTO patents (1976-2016). Task: Predict the product of the given reaction. Given the reactants Cl[C:2](Cl)(Cl)[CH:3]([OH:5])O.S([O-])([O-])(=O)=O.[Na+].[Na+].S(O)(O)(=O)=O.[NH2:20][OH:21].[NH2:22][C:23]1[CH:24]=[C:25]2[C:29](=[CH:30][CH:31]=1)[CH2:28][CH2:27][CH2:26]2.Cl, predict the reaction product. The product is: [OH:21][N:20]=[CH:2][C:3]([NH:22][C:23]1[CH:24]=[C:25]2[C:29](=[CH:30][CH:31]=1)[CH2:28][CH2:27][CH2:26]2)=[O:5].